Dataset: Forward reaction prediction with 1.9M reactions from USPTO patents (1976-2016). Task: Predict the product of the given reaction. Given the reactants [Cl:1][C:2]1[CH:7]=[CH:6][C:5]([NH:8][C:9](=[O:15])[O:10][C:11]([CH3:14])([CH3:13])[CH3:12])=[C:4]([O:16][CH3:17])[CH:3]=1.C([Li])(CC)C.C1CCCCC=1.CCCCCC.[CH3:35][O:36][C:37]1[C:44]([O:45][CH3:46])=[CH:43][CH:42]=[CH:41][C:38]=1[CH:39]=[O:40].[Cl-].[NH4+], predict the reaction product. The product is: [Cl:1][C:2]1[CH:3]=[C:4]([O:16][CH3:17])[C:5]([NH:8][C:9](=[O:15])[O:10][C:11]([CH3:13])([CH3:14])[CH3:12])=[C:6]([CH:39]([C:38]2[CH:41]=[CH:42][CH:43]=[C:44]([O:45][CH3:46])[C:37]=2[O:36][CH3:35])[OH:40])[CH:7]=1.